Dataset: Forward reaction prediction with 1.9M reactions from USPTO patents (1976-2016). Task: Predict the product of the given reaction. Given the reactants CC(N=NC(C#N)(C)C)(C#N)C.C1C(=O)N([Br:20])C(=O)C1.[CH3:21][C:22]([Si:25]([CH3:35])([CH3:34])[O:26][C:27]1[CH:32]=[CH:31][CH:30]=[CH:29][C:28]=1[CH3:33])([CH3:24])[CH3:23], predict the reaction product. The product is: [Br:20][CH2:33][C:28]1[CH:29]=[CH:30][CH:31]=[CH:32][C:27]=1[O:26][Si:25]([C:22]([CH3:21])([CH3:23])[CH3:24])([CH3:34])[CH3:35].